From a dataset of Full USPTO retrosynthesis dataset with 1.9M reactions from patents (1976-2016). Predict the reactants needed to synthesize the given product. The reactants are: [NH2:1][O:2][CH:3]1[CH2:8][CH2:7][CH2:6][CH2:5][O:4]1.C(N(CC)CC)C.[Br:16][CH2:17][CH2:18][CH2:19][CH2:20][CH2:21][CH2:22][C:23](Cl)=[O:24]. Given the product [Br:16][CH2:17][CH2:18][CH2:19][CH2:20][CH2:21][CH2:22][C:23]([NH:1][O:2][CH:3]1[CH2:8][CH2:7][CH2:6][CH2:5][O:4]1)=[O:24], predict the reactants needed to synthesize it.